From a dataset of Catalyst prediction with 721,799 reactions and 888 catalyst types from USPTO. Predict which catalyst facilitates the given reaction. (1) Reactant: Cl.[NH2:2][C@@H:3]1[CH2:12][CH2:11][CH2:10][C:9]2[C:8]([C:13]3[N:17]=[C:16]([C:18]4[CH:19]=[CH:20][C:21]([O:26][CH:27]([CH3:29])[CH3:28])=[C:22]([CH:25]=4)[C:23]#[N:24])[O:15][N:14]=3)=[CH:7][CH:6]=[CH:5][C:4]1=2.[CH3:30][S:31](Cl)(=[O:33])=[O:32]. Product: [C:23]([C:22]1[CH:25]=[C:18]([C:16]2[O:15][N:14]=[C:13]([C:8]3[CH:7]=[CH:6][CH:5]=[C:4]4[C:9]=3[CH2:10][CH2:11][CH2:12][C@H:3]4[NH:2][S:31]([CH3:30])(=[O:33])=[O:32])[N:17]=2)[CH:19]=[CH:20][C:21]=1[O:26][CH:27]([CH3:29])[CH3:28])#[N:24]. The catalyst class is: 2. (2) Reactant: [NH:1]([C:3]1[CH:17]=[CH:16][CH:15]=[CH:14][C:4]=1[O:5][C:6]1[CH:11]=[CH:10][C:9]([CH3:12])=[CH:8][C:7]=1[OH:13])[NH2:2].[CH2:18]([O:20][C:21](=[O:29])[C:22]([C:27]#[N:28])=[CH:23]OCC)[CH3:19]. Product: [CH2:18]([O:20][C:21]([C:22]1[CH:23]=[N:2][N:1]([C:3]2[CH:17]=[CH:16][CH:15]=[CH:14][C:4]=2[O:5][C:6]2[CH:11]=[CH:10][C:9]([CH3:12])=[CH:8][C:7]=2[OH:13])[C:27]=1[NH2:28])=[O:29])[CH3:19]. The catalyst class is: 10.